Dataset: Catalyst prediction with 721,799 reactions and 888 catalyst types from USPTO. Task: Predict which catalyst facilitates the given reaction. (1) The catalyst class is: 6. Product: [CH3:21][C:20]([O:19][C:17]([N:8]1[CH2:9][CH2:10][C:11]2[C:16](=[CH:15][CH:14]=[CH:13][CH:12]=2)[C@@H:7]1[C:1]1[CH:2]=[CH:3][CH:4]=[CH:5][CH:6]=1)=[O:18])([CH3:23])[CH3:22]. Reactant: [C:1]1([C@H:7]2[C:16]3[C:11](=[CH:12][CH:13]=[CH:14][CH:15]=3)[CH2:10][CH2:9][NH:8]2)[CH:6]=[CH:5][CH:4]=[CH:3][CH:2]=1.[C:17](OC([O-])=O)([O:19][C:20]([CH3:23])([CH3:22])[CH3:21])=[O:18].C1(C)C=CC=CC=1.C(=O)([O-])[O-].[K+].[K+]. (2) Reactant: [F:1][C:2]1[CH:7]=[C:6]([CH3:8])[CH:5]=[CH:4][N:3]=1.[Br:9]N1C(=O)CCC1=O.N(C1(C#N)CCCCC1)=NC1(C#N)CCCCC1. Product: [Br:9][CH2:8][C:6]1[CH:5]=[CH:4][N:3]=[C:2]([F:1])[CH:7]=1. The catalyst class is: 53. (3) Reactant: [CH3:1][C:2]1[NH:6][N:5]=[C:4]([NH2:7])[CH:3]=1.CCN(C(C)C)C(C)C.[Cl:17][C:18]1[C:23]([CH:24]=[O:25])=[C:22](Cl)[N:21]=[C:20]([S:27][CH3:28])[N:19]=1.O. Product: [Cl:17][C:18]1[C:23]([CH:24]=[O:25])=[C:22]([NH:7][C:4]2[CH:3]=[C:2]([CH3:1])[NH:6][N:5]=2)[N:21]=[C:20]([S:27][CH3:28])[N:19]=1. The catalyst class is: 3.